Dataset: Full USPTO retrosynthesis dataset with 1.9M reactions from patents (1976-2016). Task: Predict the reactants needed to synthesize the given product. Given the product [CH:2]1([C:1]2([OH:10])[CH2:5][CH2:4][CH2:3][CH2:2]2)[CH2:1][CH2:5][CH2:4][CH2:3]1, predict the reactants needed to synthesize it. The reactants are: [CH:1]1[CH2:5][CH:4]=[CH:3][CH:2]=1.[H][H].BrBr.[OH-:10].[Na+].OO.